Dataset: Peptide-MHC class II binding affinity with 134,281 pairs from IEDB. Task: Regression. Given a peptide amino acid sequence and an MHC pseudo amino acid sequence, predict their binding affinity value. This is MHC class II binding data. The peptide sequence is APTGMFVAGAKYMVI. The MHC is DRB5_0101 with pseudo-sequence DRB5_0101. The binding affinity (normalized) is 0.701.